Predict the reaction yield, written as a fraction of the theoretical maximum amount of product (1.0 means a 100% yield; for example, 0.34 means a 34% yield). From a dataset of Reaction yield outcomes from USPTO patents with 853,638 reactions. (1) The catalyst is C(Cl)Cl. The yield is 0.750. The product is [CH2:1]([N:8]([C@H:9]([CH:14]1[CH2:16][CH2:15]1)[C:10]([F:13])([F:12])[F:11])[C:19](=[O:20])[CH2:18][Br:17])[C:2]1[CH:7]=[CH:6][CH:5]=[CH:4][CH:3]=1. The reactants are [CH2:1]([NH:8][C@H:9]([CH:14]1[CH2:16][CH2:15]1)[C:10]([F:13])([F:12])[F:11])[C:2]1[CH:7]=[CH:6][CH:5]=[CH:4][CH:3]=1.[Br:17][CH2:18][C:19](Br)=[O:20]. (2) The reactants are [Cl:1][C:2]1[CH:23]=[C:22]([Cl:24])[CH:21]=[CH:20][C:3]=1[O:4][C:5]1[CH:19]=[CH:18][CH:17]=[CH:16][C:6]=1[C:7]([NH:9][CH:10]1[CH2:15][CH2:14][NH:13][CH2:12][CH2:11]1)=[O:8].C(N(CC)CC)C.[C:32](Cl)(=[O:39])[C:33]1[CH:38]=[CH:37][CH:36]=[CH:35][CH:34]=1. The catalyst is C(Cl)Cl. The product is [C:32]([N:13]1[CH2:14][CH2:15][CH:10]([NH:9][C:7](=[O:8])[C:6]2[CH:16]=[CH:17][CH:18]=[CH:19][C:5]=2[O:4][C:3]2[CH:20]=[CH:21][C:22]([Cl:24])=[CH:23][C:2]=2[Cl:1])[CH2:11][CH2:12]1)(=[O:39])[C:33]1[CH:38]=[CH:37][CH:36]=[CH:35][CH:34]=1. The yield is 0.800. (3) The reactants are [CH3:1][O:2][C:3]([C:5]1[N:10]=[C:9]([Cl:11])[N:8]=[C:7](Cl)[C:6]=1[Cl:13])=[O:4].[CH2:14]([NH2:17])[CH:15]=[CH2:16].C(N(CC)CC)C.O. The catalyst is C(COC)OC. The product is [Cl:11][C:9]1[N:8]=[C:7]([NH:17][CH2:14][CH:15]=[CH2:16])[C:6]([Cl:13])=[C:5]([C:3]([O:2][CH3:1])=[O:4])[N:10]=1. The yield is 0.870. (4) The reactants are C(OC([N:8]1[CH2:13][CH2:12][CH:11]([C:14]#[C:15][C:16]2[CH:17]=[C:18]3[C:23](=[CH:24][CH:25]=2)[N:22]=[CH:21][N:20]=[C:19]3Cl)[CH2:10][CH2:9]1)=O)(C)(C)C.Cl.[CH3:28][O:29][C:30]1[CH:31]=[C:32]([CH:34]=[CH:35][C:36]=1[O:37][C:38]1[CH:43]=[CH:42][CH:41]=[CH:40][CH:39]=1)[NH2:33].CCOC(C)=O. The catalyst is CC(O)(C)C.C(Cl)CCl.CO.Cl. The product is [CH3:28][O:29][C:30]1[CH:31]=[C:32]([NH:33][C:19]2[C:18]3[C:23](=[CH:24][CH:25]=[C:16]([C:15]#[C:14][CH:11]4[CH2:10][CH2:9][NH:8][CH2:13][CH2:12]4)[CH:17]=3)[N:22]=[CH:21][N:20]=2)[CH:34]=[CH:35][C:36]=1[O:37][C:38]1[CH:43]=[CH:42][CH:41]=[CH:40][CH:39]=1. The yield is 0.660. (5) The reactants are Cl[CH2:2][C:3]1[C:11]([F:12])=[CH:10][C:6]2[O:7][CH2:8][O:9][C:5]=2[CH:4]=1.[C-:13]#[N:14].[Na+].O. The yield is 0.700. The catalyst is CS(C)=O. The product is [F:12][C:11]1[C:3]([CH2:2][C:13]#[N:14])=[CH:4][C:5]2[O:9][CH2:8][O:7][C:6]=2[CH:10]=1. (6) The reactants are Br[C:2]1[CH:7]=[CH:6][C:5]([Br:8])=[CH:4][CH:3]=1.[CH:9]1[C:21]2[NH:20][C:19]3[C:14](=[CH:15][CH:16]=[CH:17][CH:18]=3)[C:13]=2[CH:12]=[CH:11][CH:10]=1.C(=O)([O-])[O-].[K+].[K+].C1OCCOCCOCCOCCOCCOC1. The product is [Br:8][C:5]1[CH:6]=[CH:7][C:2]([N:20]2[C:21]3[CH:9]=[CH:10][CH:11]=[CH:12][C:13]=3[C:14]3[C:19]2=[CH:18][CH:17]=[CH:16][CH:15]=3)=[CH:3][CH:4]=1. The catalyst is [Cu](I)I.CN1C(=O)N(C)CCC1. The yield is 0.350. (7) The catalyst is O1CCCC1. The reactants are [Br:1][C:2]1[CH:7]=[CH:6][C:5]([N:8]2[C:13]3=[N:14][C:15]4[C:16](=[C:17]([CH:22]=[O:23])[CH:18]=[CH:19][C:20]=4[Cl:21])[N:12]3[CH2:11][CH2:10][CH2:9]2)=[C:4]([Cl:24])[CH:3]=1.[CH2:25]([Mg]Br)[CH3:26]. The yield is 0.870. The product is [Br:1][C:2]1[CH:7]=[CH:6][C:5]([N:8]2[C:13]3=[N:14][C:15]4[C:20]([Cl:21])=[CH:19][CH:18]=[C:17]([CH:22]([OH:23])[CH2:25][CH3:26])[C:16]=4[N:12]3[CH2:11][CH2:10][CH2:9]2)=[C:4]([Cl:24])[CH:3]=1. (8) The reactants are [O:1]=[C:2]([N:20]1[CH2:24][CH2:23][CH2:22][CH2:21]1)[C@@H:3]([NH:6][CH2:7][C:8]1[CH:13]=[CH:12][N:11]=[C:10]2[NH:14][CH:15]=[C:16]([C:17](O)=[O:18])[C:9]=12)[CH2:4][CH3:5].CN(C(ON1N=NC2C=CC=NC1=2)=[N+](C)C)C.F[P-](F)(F)(F)(F)F.CN1CCOCC1. The catalyst is CN(C)C=O. The product is [O:1]=[C:2]([N:20]1[CH2:24][CH2:23][CH2:22][CH2:21]1)[C@@H:3]([N:6]1[C:17](=[O:18])[C:16]2=[CH:15][NH:14][C:10]3[C:9]2=[C:8]([CH:13]=[CH:12][N:11]=3)[CH2:7]1)[CH2:4][CH3:5]. The yield is 0.494. (9) The reactants are Cl[C:2]1[N:11]=[C:10]([NH:12][C:13]2[CH:18]=[CH:17][CH:16]=[CH:15][CH:14]=2)[C:9]2[C:4](=[CH:5][CH:6]=[CH:7][CH:8]=2)[N:3]=1.[CH3:19][C:20]1[CH:24]=[C:23]([CH3:25])[NH:22][N:21]=1. The catalyst is C(#N)C. The product is [CH3:19][C:20]1[CH:24]=[C:23]([CH3:25])[N:22]([C:2]2[N:11]=[C:10]([NH:12][C:13]3[CH:18]=[CH:17][CH:16]=[CH:15][CH:14]=3)[C:9]3[C:4](=[CH:5][CH:6]=[CH:7][CH:8]=3)[N:3]=2)[N:21]=1. The yield is 0.490.